Dataset: Forward reaction prediction with 1.9M reactions from USPTO patents (1976-2016). Task: Predict the product of the given reaction. (1) Given the reactants [C:1]([C:3]1[CH:11]=[CH:10][C:6]([C:7]([OH:9])=[O:8])=[C:5]([F:12])[CH:4]=1)#[N:2].[CH3:13][CH2:14]O.Cl.C(N=C=NCCCN(C)C)C.ON1C2C=CC=CC=2N=N1.CCN(C(C)C)C(C)C, predict the reaction product. The product is: [CH2:13]([O:8][C:7](=[O:9])[C:6]1[CH:10]=[CH:11][C:3]([C:1]#[N:2])=[CH:4][C:5]=1[F:12])[CH3:14]. (2) Given the reactants CCl.[C:3]([O:7]CCN(C)C)(=[O:6])[CH:4]=[CH2:5].C(O)(=O)C=C.[C:18]([NH2:22])(=[O:21])[CH:19]=[CH2:20], predict the reaction product. The product is: [C:3]([OH:7])(=[O:6])[CH:4]=[CH2:5].[C:18]([NH2:22])(=[O:21])[CH:19]=[CH2:20]. (3) Given the reactants [Cl:1][C:2]1[CH:10]=[C:9]([C:11]#[C:12][CH2:13][O:14][CH3:15])[C:5]2[O:6][CH2:7][O:8][C:4]=2[C:3]=1[NH:16][C:17]1[C:26]2[C:21](=[CH:22][C:23]([O:29][CH2:30][CH2:31][CH2:32]Cl)=[C:24]([O:27][CH3:28])[CH:25]=2)[N:20]=[CH:19][N:18]=1.[NH:34]1[CH2:39][CH2:38][NH:37][CH2:36][CH2:35]1, predict the reaction product. The product is: [Cl:1][C:2]1[CH:10]=[C:9]([C:11]#[C:12][CH2:13][O:14][CH3:15])[C:5]2[O:6][CH2:7][O:8][C:4]=2[C:3]=1[NH:16][C:17]1[C:26]2[C:21](=[CH:22][C:23]([O:29][CH2:30][CH2:31][CH2:32][N:34]3[CH2:39][CH2:38][NH:37][CH2:36][CH2:35]3)=[C:24]([O:27][CH3:28])[CH:25]=2)[N:20]=[CH:19][N:18]=1. (4) Given the reactants [CH3:1][C:2]([CH3:19])([S@@:4]([NH:6][C@:7]([C:13]1[CH:18]=[CH:17][CH:16]=[CH:15][CH:14]=1)([CH3:12])[CH2:8][C:9]([OH:11])=O)=[O:5])[CH3:3].[C:20]1([CH3:27])[CH:25]=[CH:24][CH:23]=[C:22]([NH2:26])[CH:21]=1.C1CCC(N=C=NC2CCCCC2)CC1, predict the reaction product. The product is: [CH3:19][C:2]([CH3:1])([S@@:4]([NH:6][C@:7]([C:13]1[CH:18]=[CH:17][CH:16]=[CH:15][CH:14]=1)([CH3:12])[CH2:8][C:9]([NH:26][C:22]1[CH:21]=[C:20]([CH3:27])[CH:25]=[CH:24][CH:23]=1)=[O:11])=[O:5])[CH3:3]. (5) Given the reactants [CH3:1][O:2][C:3]([C:5]1[N:6]([CH3:19])[C:7]([S:10]([N:13]2[CH2:17][CH2:16][C@H:15]([OH:18])[CH2:14]2)(=[O:12])=[O:11])=[CH:8][CH:9]=1)=[O:4].C(N(CC)CC)C.[CH3:27][S:28](Cl)(=[O:30])=[O:29], predict the reaction product. The product is: [CH3:1][O:2][C:3]([C:5]1[N:6]([CH3:19])[C:7]([S:10]([N:13]2[CH2:17][CH2:16][C@H:15]([O:18][S:28]([CH3:27])(=[O:30])=[O:29])[CH2:14]2)(=[O:11])=[O:12])=[CH:8][CH:9]=1)=[O:4]. (6) Given the reactants Cl[C:2]1[CH:7]=[CH:6][CH:5]=[C:4]([O:8][CH:9]2[CH2:14][CH2:13][N:12]([CH3:15])[CH2:11][CH2:10]2)[N:3]=1.CC(C)([O-])C.[Na+].C(=[NH:35])(C1C=CC=CC=1)C1C=CC=CC=1, predict the reaction product. The product is: [CH3:15][N:12]1[CH2:13][CH2:14][CH:9]([O:8][C:4]2[N:3]=[C:2]([NH2:35])[CH:7]=[CH:6][CH:5]=2)[CH2:10][CH2:11]1.